Dataset: hERG potassium channel inhibition data for cardiac toxicity prediction from Karim et al.. Task: Regression/Classification. Given a drug SMILES string, predict its toxicity properties. Task type varies by dataset: regression for continuous values (e.g., LD50, hERG inhibition percentage) or binary classification for toxic/non-toxic outcomes (e.g., AMES mutagenicity, cardiotoxicity, hepatotoxicity). Dataset: herg_karim. (1) The drug is Cc1ccc2cc(-c3nnc(SCCCN4C[C@H]5C[C@@]5(c5ccc(C(F)(F)F)cc5)C4)n3C)ccc2n1. The result is 1 (blocker). (2) The drug is CCn1cc(N2CCN(Cc3nc4c5cccc(OC)c5nc(N)n4n3)[C@H](C)C2)cn1. The result is 0 (non-blocker). (3) The compound is COc1ccc(-c2cc(-c3ccc(S(=O)(=O)N(C)C)cc3)cnc2N)cn1. The result is 1 (blocker). (4) The molecule is Cc1cc2nc(/C=C/c3ccco3)n(Cc3ccc(Cl)cc3)c2cc1C. The result is 0 (non-blocker). (5) The drug is CCc1nn(CCOCC(F)(F)F)c2c(Nc3ccncn3)nc(N3CCNCC3)nc12. The result is 1 (blocker). (6) The molecule is C#CCN(C)CC1=Cc2ccccc2Oc2ccccc21. The result is 0 (non-blocker).